This data is from Reaction yield outcomes from USPTO patents with 853,638 reactions. The task is: Predict the reaction yield, written as a fraction of the theoretical maximum amount of product (1.0 means a 100% yield; for example, 0.34 means a 34% yield). (1) The reactants are [CH3:1][O:2][C:3]1[CH:8]=[CH:7][C:6](B(O)O)=[CH:5][CH:4]=1.I[C:13]1[C:21]2[C:16](=[N:17][CH:18]=[N:19][C:20]=2[NH2:22])[N:15]([CH:23]([CH3:25])[CH3:24])[N:14]=1.C([O-])([O-])=O.[Na+].[Na+]. The catalyst is CCO.COCCOC.C1C=CC([P]([Pd]([P](C2C=CC=CC=2)(C2C=CC=CC=2)C2C=CC=CC=2)([P](C2C=CC=CC=2)(C2C=CC=CC=2)C2C=CC=CC=2)[P](C2C=CC=CC=2)(C2C=CC=CC=2)C2C=CC=CC=2)(C2C=CC=CC=2)C2C=CC=CC=2)=CC=1. The product is [CH:23]([N:15]1[C:16]2=[N:17][CH:18]=[N:19][C:20]([NH2:22])=[C:21]2[C:13]([C:6]2[CH:7]=[CH:8][C:3]([O:2][CH3:1])=[CH:4][CH:5]=2)=[N:14]1)([CH3:25])[CH3:24]. The yield is 0.160. (2) The reactants are [CH3:1][O:2][C:3]1[CH:21]=[CH:20][C:6]([CH2:7][N:8]2[CH:12]=[CH:11][CH:10]=[C:9]2/[CH:13]=[CH:14]/[C:15]([O:17]CC)=[O:16])=[CH:5][CH:4]=1.[OH-].[Na+]. The catalyst is C(O)C. The product is [CH3:1][O:2][C:3]1[CH:21]=[CH:20][C:6]([CH2:7][N:8]2[CH:12]=[CH:11][CH:10]=[C:9]2/[CH:13]=[CH:14]/[C:15]([OH:17])=[O:16])=[CH:5][CH:4]=1. The yield is 0.590. (3) The reactants are [CH3:1][C:2]1([CH3:22])[O:6][C@H:5]2[C@H:7]([N:12]3[C:16]4[N:17]=[CH:18][N:19]=[C:20]([CH3:21])[C:15]=4[CH:14]=[CH:13]3)[O:8][C@@H:9]([CH:10]=[O:11])[C@H:4]2[O:3]1.[C:23]([Mg]Br)#[CH:24].C(=O)=O.CC(C)=O. The catalyst is C1COCC1. The product is [CH3:1][C:2]1([CH3:22])[O:6][C@H:5]2[C@H:7]([N:12]3[C:16]4[N:17]=[CH:18][N:19]=[C:20]([CH3:21])[C:15]=4[CH:14]=[CH:13]3)[O:8][C@@H:9]([CH:10]([OH:11])[C:23]#[CH:24])[C@H:4]2[O:3]1. The yield is 0.460.